From a dataset of Forward reaction prediction with 1.9M reactions from USPTO patents (1976-2016). Predict the product of the given reaction. (1) Given the reactants Cl[C:2]1[C:3]2[N:4]([CH:10]=[CH:11][CH:12]=2)[N:5]=[CH:6][C:7]=1[C:8]#[N:9].Cl.[CH3:14][C@H:15]1[CH2:20][CH2:19][CH2:18][CH2:17][C@H:16]1[NH2:21].C(N(CC)CC)C.CN(C=[O:33])C, predict the reaction product. The product is: [CH3:14][C@H:15]1[CH2:20][CH2:19][CH2:18][CH2:17][C@H:16]1[NH:21][C:2]1[C:3]2[N:4]([CH:10]=[CH:11][CH:12]=2)[N:5]=[CH:6][C:7]=1[C:8]([NH2:9])=[O:33]. (2) Given the reactants [Br:1][C:2]1[C:11]2[O:10][CH:9]([CH:12]([CH3:14])[CH3:13])[C:8](=O)[NH:7][C:6]=2[CH:5]=[CH:4][CH:3]=1.B.O1CCCC1.Cl.C(=O)([O-])O.[Na+], predict the reaction product. The product is: [Br:1][C:2]1[C:11]2[O:10][CH:9]([CH:12]([CH3:14])[CH3:13])[CH2:8][NH:7][C:6]=2[CH:5]=[CH:4][CH:3]=1. (3) Given the reactants B(Br)(Br)[Br:2].[NH2:5][CH2:6][CH2:7][C:8]1[CH:9]=[CH:10][C:11]([O:18]C)=[C:12]([S:14]([NH2:17])(=[O:16])=[O:15])[CH:13]=1.CO, predict the reaction product. The product is: [BrH:2].[NH2:5][CH2:6][CH2:7][C:8]1[CH:9]=[CH:10][C:11]([OH:18])=[C:12]([S:14]([NH2:17])(=[O:16])=[O:15])[CH:13]=1. (4) Given the reactants [ClH:1].[C:2]([C:4]1[CH:5]=[C:6]([C:16]2[O:20][N:19]=[C:18]([C:21]3[CH:42]=[CH:41][C:24]4[CH2:25][CH2:26][N:27]([C:30](=[O:40])[CH2:31][NH:32]C(=O)OC(C)(C)C)[CH2:28][CH2:29][C:23]=4[CH:22]=3)[N:17]=2)[CH:7]=[CH:8][C:9]=1[O:10][CH2:11][C:12]([F:15])([F:14])[F:13])#[N:3].CCOCC, predict the reaction product. The product is: [ClH:1].[NH2:32][CH2:31][C:30]([N:27]1[CH2:26][CH2:25][C:24]2[CH:41]=[CH:42][C:21]([C:18]3[N:17]=[C:16]([C:6]4[CH:7]=[CH:8][C:9]([O:10][CH2:11][C:12]([F:13])([F:14])[F:15])=[C:4]([CH:5]=4)[C:2]#[N:3])[O:20][N:19]=3)=[CH:22][C:23]=2[CH2:29][CH2:28]1)=[O:40]. (5) Given the reactants Br[CH:2]([CH3:16])[C:3]([C:5]1[CH:10]=[C:9]([O:11][CH3:12])[C:8]([Br:13])=[C:7]([O:14][CH3:15])[CH:6]=1)=O.CCOC(C)=O.C([O-])(O)=O.[Na+].[CH:28]([NH2:30])=[O:29], predict the reaction product. The product is: [Br:13][C:8]1[C:9]([O:11][CH3:12])=[CH:10][C:5]([C:3]2[N:30]=[CH:28][O:29][C:2]=2[CH3:16])=[CH:6][C:7]=1[O:14][CH3:15]. (6) Given the reactants Br[CH2:2][C:3]1[C:4]([C:19]([O:21][C:22]([CH3:25])([CH3:24])[CH3:23])=[O:20])=[C:5]([CH:15]=[CH:16][C:17]=1[Cl:18])[O:6][C:7](=[CH:12][O:13][CH3:14])[C:8]([O:10][CH3:11])=[O:9].[CH3:26][S-:27].[Na+].C(=O)([O-])[O-].[K+].[K+].O, predict the reaction product. The product is: [C:22]([O:21][C:19]([C:4]1[C:3]([CH2:2][S:27][CH3:26])=[C:17]([Cl:18])[CH:16]=[CH:15][C:5]=1[O:6][C:7](=[CH:12][O:13][CH3:14])[C:8]([O:10][CH3:11])=[O:9])=[O:20])([CH3:25])([CH3:24])[CH3:23]. (7) Given the reactants [F:1][C:2]1[C:7]([F:8])=[CH:6][CH:5]=[CH:4][C:3]=1[C@@H:9]1[CH2:19][CH2:18][C@H:17]([CH2:20][C:21](=[O:38])[N:22]2[CH2:27][CH2:26][CH:25]([N:28]3[C:36]4[C:31](=[N:32][CH:33]=[CH:34][CH:35]=4)[NH:30][C:29]3=[O:37])[CH2:24][CH2:23]2)[C:12]2=[N:13][CH:14]=[CH:15][CH:16]=[C:11]2[C@H:10]1[NH:39]C(=O)OC(C)(C)C.C(O)(C(F)(F)F)=O, predict the reaction product. The product is: [NH2:39][C@@H:10]1[C:11]2[C:12](=[N:13][CH:14]=[CH:15][CH:16]=2)[C@@H:17]([CH2:20][C:21]([N:22]2[CH2:23][CH2:24][CH:25]([N:28]3[C:36]4[C:31](=[N:32][CH:33]=[CH:34][CH:35]=4)[NH:30][C:29]3=[O:37])[CH2:26][CH2:27]2)=[O:38])[CH2:18][CH2:19][C@H:9]1[C:3]1[CH:4]=[CH:5][CH:6]=[C:7]([F:8])[C:2]=1[F:1].